Predict which catalyst facilitates the given reaction. From a dataset of Catalyst prediction with 721,799 reactions and 888 catalyst types from USPTO. (1) Reactant: Cl.[NH2:2][C@H:3]([C:7]1[CH:12]=[CH:11][CH:10]=[CH:9][CH:8]=1)[CH2:4][CH2:5][OH:6].C(N(CC)CC)C.[C:20]([Si:24]([CH3:27])([CH3:26])Cl)([CH3:23])([CH3:22])[CH3:21]. Product: [Si:24]([O:6][CH2:5][CH2:4][C@H:3]([NH2:2])[C:7]1[CH:12]=[CH:11][CH:10]=[CH:9][CH:8]=1)([C:20]([CH3:23])([CH3:22])[CH3:21])([CH3:27])[CH3:26]. The catalyst class is: 4. (2) Reactant: [NH2:1][C:2]1[N:7]=[C:6]([N:8]2[CH2:13][CH2:12][CH2:11][C@H:10]([C:14]([OH:16])=O)[CH2:9]2)[CH:5]=[C:4]([C:17]2[CH:22]=[CH:21][C:20]([C:23]#[N:24])=[C:19]([F:25])[CH:18]=2)[N:3]=1.C(Cl)CCl.C1C=CC2N(O)N=NC=2C=1.[F:40][C:41]1[CH:42]=[C:43]([CH:45]=[CH:46][CH:47]=1)[NH2:44]. Product: [NH2:1][C:2]1[N:7]=[C:6]([N:8]2[CH2:13][CH2:12][CH2:11][C@H:10]([C:14]([NH:44][C:43]3[CH:45]=[CH:46][CH:47]=[C:41]([F:40])[CH:42]=3)=[O:16])[CH2:9]2)[CH:5]=[C:4]([C:17]2[CH:22]=[CH:21][C:20]([C:23]#[N:24])=[C:19]([F:25])[CH:18]=2)[N:3]=1. The catalyst class is: 31. (3) Reactant: [CH2:1]([O:3][P:4]([C:17]1[CH:22]=[CH:21][CH:20]=[CH:19][CH:18]=1)(=[O:16])[O:5][C:6]1[CH:7]=[C:8]2[C:12](=[CH:13][CH:14]=1)[NH:11][N:10]=[C:9]2[I:15])[CH3:2].[C:23](O[C:23]([O:25][C:26]([CH3:29])([CH3:28])[CH3:27])=[O:24])([O:25][C:26]([CH3:29])([CH3:28])[CH3:27])=[O:24].CN(C1C=CC=CN=1)C. Product: [C:26]([O:25][C:23]([N:11]1[C:12]2[C:8](=[CH:7][C:6]([O:5][P:4]([O:3][CH2:1][CH3:2])([C:17]3[CH:22]=[CH:21][CH:20]=[CH:19][CH:18]=3)=[O:16])=[CH:14][CH:13]=2)[C:9]([I:15])=[N:10]1)=[O:24])([CH3:29])([CH3:28])[CH3:27]. The catalyst class is: 4. (4) Reactant: F[P-](F)(F)(F)(F)F.N1(O[P+](N(C)C)(N(C)C)N(C)C)C2C=CC=CC=2N=N1.CCN(C(C)C)C(C)C.Cl.Cl.[NH2:39][C@@H:40]([CH2:44][CH2:45][CH2:46][NH:47][CH2:48][C:49]1[C:54]([C:55]([F:58])([F:57])[F:56])=[CH:53][C:52]([C:59](=[O:74])[NH:60][CH2:61][C:62]2[CH:67]=[C:66]([Cl:68])[CH:65]=[CH:64][C:63]=2[S:69]([CH2:72][CH3:73])(=[O:71])=[O:70])=[CH:51][C:50]=1[Cl:75])[C:41](O)=[O:42].O. Product: [NH2:39][C@H:40]1[CH2:44][CH2:45][CH2:46][N:47]([CH2:48][C:49]2[C:54]([C:55]([F:58])([F:57])[F:56])=[CH:53][C:52]([C:59]([NH:60][CH2:61][C:62]3[CH:67]=[C:66]([Cl:68])[CH:65]=[CH:64][C:63]=3[S:69]([CH2:72][CH3:73])(=[O:70])=[O:71])=[O:74])=[CH:51][C:50]=2[Cl:75])[C:41]1=[O:42]. The catalyst class is: 3. (5) Reactant: [CH3:1][C:2]([NH:5][C:6]([CH:8]1[CH2:13][CH2:12][NH:11][CH2:10][CH2:9]1)=[O:7])([CH3:4])[CH3:3].[Cl:14][CH2:15][C:16](Cl)=[O:17].C(=O)([O-])[O-].[K+].[K+]. Product: [Cl:14][CH2:15][C:16]([N:11]1[CH2:10][CH2:9][CH:8]([C:6]([NH:5][C:2]([CH3:1])([CH3:3])[CH3:4])=[O:7])[CH2:13][CH2:12]1)=[O:17]. The catalyst class is: 4.